From a dataset of Catalyst prediction with 721,799 reactions and 888 catalyst types from USPTO. Predict which catalyst facilitates the given reaction. (1) Reactant: CS(C)=O.[F:5][C:6]1[CH:24]=[CH:23][C:9]([CH2:10][O:11][C:12]2[CH:17]=[CH:16][C:15](/[CH:18]=[CH:19]/[N+:20]([O-:22])=[O:21])=[CH:14][N:13]=2)=[CH:8][CH:7]=1.C(O)(=O)C.[BH4-].[Na+]. Product: [F:5][C:6]1[CH:7]=[CH:8][C:9]([CH2:10][O:11][C:12]2[CH:17]=[CH:16][C:15]([CH2:18][CH2:19][N+:20]([O-:22])=[O:21])=[CH:14][N:13]=2)=[CH:23][CH:24]=1. The catalyst class is: 6. (2) Product: [OH:11][N:12]([CH:13]([CH2:14][S:15]([N:18]1[CH2:23][CH2:22][N:21]([C:24]2[CH:29]=[CH:28][CH:27]=[CH:26][N:25]=2)[CH2:20][CH2:19]1)(=[O:16])=[O:17])[C:30]#[CH:31])[CH:5]=[O:7]. The catalyst class is: 1. Reactant: C(O[C:5](=[O:7])C)(=O)C.C(O)=O.[OH:11][NH:12][CH:13]([C:30]#[CH:31])[CH2:14][S:15]([N:18]1[CH2:23][CH2:22][N:21]([C:24]2[CH:29]=[CH:28][CH:27]=[CH:26][N:25]=2)[CH2:20][CH2:19]1)(=[O:17])=[O:16]. (3) Reactant: [F:1][C:2]([F:29])([F:28])[C:3]1[CH:4]=[C:5]([CH:21]=[C:22]([C:24]([F:27])([F:26])[F:25])[CH:23]=1)[CH2:6][N:7]1[C:11]([C:12]2[CH:17]=[CH:16][N:15]=[CH:14][CH:13]=2)=[C:10]([C:18](O)=[O:19])[N:9]=[N:8]1.[CH:30]([NH:33][CH2:34][C:35]1[CH:40]=[CH:39][CH:38]=[CH:37][C:36]=1[O:41][C:42]([F:45])([F:44])[F:43])([CH3:32])[CH3:31].CCN=C=NCCCN(C)C.C1C=NC2N(O)N=NC=2C=1.C(N(CC)C(C)C)(C)C. Product: [CH:30]([N:33]([CH2:34][C:35]1[CH:40]=[CH:39][CH:38]=[CH:37][C:36]=1[O:41][C:42]([F:43])([F:44])[F:45])[C:18]([C:10]1[N:9]=[N:8][N:7]([CH2:6][C:5]2[CH:4]=[C:3]([C:2]([F:28])([F:29])[F:1])[CH:23]=[C:22]([C:24]([F:26])([F:27])[F:25])[CH:21]=2)[C:11]=1[C:12]1[CH:17]=[CH:16][N:15]=[CH:14][CH:13]=1)=[O:19])([CH3:32])[CH3:31]. The catalyst class is: 3. (4) Reactant: [O:1]1[CH2:5][CH2:4][CH:3]([CH2:6][NH:7][C:8]([C:10]2[CH:15]=[CH:14][C:13]([NH:16][C:17]([N:19]3[CH2:27][C:26]4[C:21](=[CH:22][CH:23]=[CH:24][CH:25]=4)[CH2:20]3)=[O:18])=[CH:12][CH:11]=2)=[O:9])[CH2:2]1. Product: [O:1]1[CH2:5][CH2:4][C@@H:3]([CH2:6][NH:7][C:8]([C:10]2[CH:11]=[CH:12][C:13]([NH:16][C:17]([N:19]3[CH2:27][C:26]4[C:21](=[CH:22][CH:23]=[CH:24][CH:25]=4)[CH2:20]3)=[O:18])=[CH:14][CH:15]=2)=[O:9])[CH2:2]1. The catalyst class is: 5. (5) Reactant: [Cl:1][C:2]1[CH:7]=[C:6]([F:8])[CH:5]=[CH:4][C:3]=1[NH:9][S:10]([CH:13]1[C:18]([C:19]([O:21][CH2:22][CH3:23])=[O:20])=[CH:17][C:16](=[O:24])[CH2:15][CH2:14]1)(=[O:12])=[O:11].Br[CH2:26]Br.C([Li])CCC.CCCCCC.[Cl-].[NH4+]. Product: [Cl:1][C:2]1[CH:7]=[C:6]([F:8])[CH:5]=[CH:4][C:3]=1[NH:9][S:10]([CH:13]1[CH2:14][CH2:15][C:16]2([O:24][CH2:26]2)[CH:17]=[C:18]1[C:19]([O:21][CH2:22][CH3:23])=[O:20])(=[O:12])=[O:11]. The catalyst class is: 7. (6) The catalyst class is: 7. Product: [C:1]([O:5][C:6]([C@@:8]12[CH2:14][C@H:13]([CH2:15][OH:35])[C@@H:12]1[CH2:11][N:10]([C:16]([O:18][CH2:19][C:20]1[CH:21]=[CH:22][CH:23]=[CH:24][CH:25]=1)=[O:17])[CH2:9]2)=[O:7])([CH3:4])([CH3:2])[CH3:3]. Reactant: [C:1]([O:5][C:6]([C@@:8]12[CH2:14][C:13](=[CH2:15])[C@@H:12]1[CH2:11][N:10]([C:16]([O:18][CH2:19][C:20]1[CH:25]=[CH:24][CH:23]=[CH:22][CH:21]=1)=[O:17])[CH2:9]2)=[O:7])([CH3:4])([CH3:3])[CH3:2].C12BC(CCC1)CCC2.[OH-:35].[Na+].OO. (7) Reactant: Br[C:2]1[CH:3]=[C:4]2[C:13](=[CH:14][C:15]=1[CH3:16])[C:12]1[N:8]([CH:9]=[C:10]([C:17]3[N:21]([CH:22]([CH3:24])[CH3:23])[N:20]=[CH:19][N:18]=3)[N:11]=1)[CH2:7][CH2:6][O:5]2.C([Sn](CCCC)(CCCC)[C:30]([O:32][CH2:33][CH3:34])=[CH2:31])CCC.[Li+].[Cl-].[F-].[K+]. Product: [CH2:33]([O:32][C:30]([C:2]1[CH:3]=[C:4]2[C:13](=[CH:14][C:15]=1[CH3:16])[C:12]1[N:8]([CH:9]=[C:10]([C:17]3[N:21]([CH:22]([CH3:24])[CH3:23])[N:20]=[CH:19][N:18]=3)[N:11]=1)[CH2:7][CH2:6][O:5]2)=[CH2:31])[CH3:34]. The catalyst class is: 176. (8) Reactant: [NH2:1][C:2]1[CH:7]=[C:6]([Cl:8])[CH:5]=[CH:4][C:3]=1[S:9][CH2:10][CH2:11][C:12]([N:14]([CH3:16])[CH3:15])=[O:13].[Cl:17][C:18]1[CH:23]=[CH:22][C:21]([S:24](Cl)(=[O:26])=[O:25])=[C:20]([F:28])[CH:19]=1. Product: [Cl:8][C:6]1[CH:5]=[CH:4][C:3]([S:9][CH2:10][CH2:11][C:12]([N:14]([CH3:15])[CH3:16])=[O:13])=[C:2]([NH:1][S:24]([C:21]2[CH:22]=[CH:23][C:18]([Cl:17])=[CH:19][C:20]=2[F:28])(=[O:26])=[O:25])[CH:7]=1. The catalyst class is: 17. (9) Reactant: [CH2:1]([C:3]1[CH:8]=[C:7]([C:9]([F:12])([F:11])[F:10])[CH:6]=[C:5](OC)[C:4]=1[C:15]1[O:16][CH2:17][C:18]([CH3:21])([CH3:20])[N:19]=1)[CH3:2].[CH3:22][Mg]Br. Product: [CH2:1]([C:3]1[CH:8]=[C:7]([C:9]([F:12])([F:11])[F:10])[CH:6]=[C:5]([CH3:22])[C:4]=1[C:15]1[O:16][CH2:17][C:18]([CH3:21])([CH3:20])[N:19]=1)[CH3:2]. The catalyst class is: 305.